Dataset: Peptide-MHC class I binding affinity with 185,985 pairs from IEDB/IMGT. Task: Regression. Given a peptide amino acid sequence and an MHC pseudo amino acid sequence, predict their binding affinity value. This is MHC class I binding data. (1) The peptide sequence is MAADRGAFI. The MHC is Mamu-B17 with pseudo-sequence Mamu-B17. The binding affinity (normalized) is 0.538. (2) The peptide sequence is SWEDTGARETL. The MHC is H-2-Kd with pseudo-sequence H-2-Kd. The binding affinity (normalized) is 0.242. (3) The peptide sequence is LLFRSIISI. The MHC is HLA-A03:01 with pseudo-sequence HLA-A03:01. The binding affinity (normalized) is 0.0847. (4) The peptide sequence is ALLALNDMGK. The MHC is HLA-A03:01 with pseudo-sequence HLA-A03:01. The binding affinity (normalized) is 0.691. (5) The peptide sequence is IPRNRDNLL. The MHC is HLA-A24:03 with pseudo-sequence HLA-A24:03. The binding affinity (normalized) is 0.0847. (6) The peptide sequence is SRLGIVVLR. The binding affinity (normalized) is 0.0847. The MHC is HLA-B48:01 with pseudo-sequence HLA-B48:01. (7) The peptide sequence is YATQTVGPW. The MHC is HLA-B57:01 with pseudo-sequence HLA-B57:01. The binding affinity (normalized) is 0.408. (8) The peptide sequence is FYRTIAWGL. The MHC is H-2-Kd with pseudo-sequence H-2-Kd. The binding affinity (normalized) is 0.275. (9) The MHC is HLA-B44:02 with pseudo-sequence HLA-B44:02. The peptide sequence is LELRSRYWA. The binding affinity (normalized) is 0.263. (10) The peptide sequence is KRLRLLHLL. The binding affinity (normalized) is 1.00. The MHC is HLA-B27:05 with pseudo-sequence HLA-B27:05.